Dataset: Catalyst prediction with 721,799 reactions and 888 catalyst types from USPTO. Task: Predict which catalyst facilitates the given reaction. Product: [F:43][C:30]1[C:29]([C:28]([C:27]2[C:21]3[C:22](=[N:23][CH:24]=[C:19]([C:17]4[CH:16]=[N:15][N:14]([CH:11]5[CH2:10][CH2:9][NH:8][CH2:13][CH2:12]5)[CH:18]=4)[CH:20]=3)[NH:25][CH:26]=2)=[O:44])=[C:34]([F:35])[CH:33]=[CH:32][C:31]=1[NH:36][S:37]([CH2:40][CH2:41][CH3:42])(=[O:38])=[O:39]. Reactant: C(OC([N:8]1[CH2:13][CH2:12][CH:11]([N:14]2[CH:18]=[C:17]([C:19]3[CH:20]=[C:21]4[C:27]([C:28](=[O:44])[C:29]5[C:34]([F:35])=[CH:33][CH:32]=[C:31]([NH:36][S:37]([CH2:40][CH2:41][CH3:42])(=[O:39])=[O:38])[C:30]=5[F:43])=[CH:26][NH:25][C:22]4=[N:23][CH:24]=3)[CH:16]=[N:15]2)[CH2:10][CH2:9]1)=O)(C)(C)C.FC(F)(F)C(O)=O.C(=O)(O)[O-].[Na+]. The catalyst class is: 4.